Dataset: Full USPTO retrosynthesis dataset with 1.9M reactions from patents (1976-2016). Task: Predict the reactants needed to synthesize the given product. (1) The reactants are: C([O:3][C:4]([C:6]1[CH:10]=[C:9]([C:11]2[CH:12]=[N:13][N:14]([CH3:16])[CH:15]=2)[N:8]([C:17]2[CH:18]=[N:19][C:20]([O:23][CH3:24])=[CH:21][CH:22]=2)[N:7]=1)=[O:5])C.[OH-].[Na+].Cl.O. Given the product [CH3:24][O:23][C:20]1[N:19]=[CH:18][C:17]([N:8]2[C:9]([C:11]3[CH:12]=[N:13][N:14]([CH3:16])[CH:15]=3)=[CH:10][C:6]([C:4]([OH:5])=[O:3])=[N:7]2)=[CH:22][CH:21]=1, predict the reactants needed to synthesize it. (2) Given the product [OH:2][CH2:3][C:4]1[CH:9]=[CH:8][CH:7]=[CH:6][C:5]=1[O:10][S:11]([CH3:14])(=[O:13])=[O:12], predict the reactants needed to synthesize it. The reactants are: C[O:2][C:3](=O)[C:4]1[CH:9]=[CH:8][CH:7]=[CH:6][C:5]=1[O:10][S:11]([CH3:14])(=[O:13])=[O:12].[Li+].[BH4-]. (3) The reactants are: CCN(C(C)C)C(C)C.[C:10]1([N:16]2[CH:20]=[C:19]([C:21]([OH:23])=O)[N:18]=[N:17]2)[CH:15]=[CH:14][CH:13]=[CH:12][CH:11]=1.C1C=CC2N(O)N=NC=2C=1.CCN=C=NCCCN(C)C.Cl.[NH2:46][CH2:47][C:48]([N:50]1[CH2:55][CH2:54][N:53]([C:56](=[O:68])[C:57]2[CH:62]=[C:61]([F:63])[CH:60]=[CH:59][C:58]=2[C:64]([F:67])([F:66])[F:65])[CH2:52][CH2:51]1)=[O:49]. Given the product [F:63][C:61]1[CH:60]=[CH:59][C:58]([C:64]([F:66])([F:65])[F:67])=[C:57]([CH:62]=1)[C:56]([N:53]1[CH2:54][CH2:55][N:50]([C:48](=[O:49])[CH2:47][NH:46][C:21]([C:19]2[N:18]=[N:17][N:16]([C:10]3[CH:11]=[CH:12][CH:13]=[CH:14][CH:15]=3)[CH:20]=2)=[O:23])[CH2:51][CH2:52]1)=[O:68], predict the reactants needed to synthesize it. (4) Given the product [Cl:1][C:2]1[CH:7]=[CH:6][C:5](/[CH:8]=[CH:9]/[C:10]([N:31]2[CH2:32][CH2:33][CH:28]([CH2:27][CH2:26][N:24]3[CH:25]=[C:21]([CH3:20])[CH:22]=[N:23]3)[CH2:29][CH2:30]2)=[O:12])=[C:4]([CH2:13][N:14]2[N:18]=[N:17][C:16]([CH3:19])=[N:15]2)[CH:3]=1, predict the reactants needed to synthesize it. The reactants are: [Cl:1][C:2]1[CH:7]=[CH:6][C:5](/[CH:8]=[CH:9]/[C:10]([OH:12])=O)=[C:4]([CH2:13][N:14]2[N:18]=[N:17][C:16]([CH3:19])=[N:15]2)[CH:3]=1.[CH3:20][C:21]1[CH:22]=[N:23][N:24]([CH2:26][CH2:27][CH:28]2[CH2:33][CH2:32][NH:31][CH2:30][CH2:29]2)[CH:25]=1.CCN(C(C)C)C(C)C.C(P1(=O)OP(CCC)(=O)OP(CCC)(=O)O1)CC. (5) Given the product [C:35]1([CH2:34][CH2:33][CH2:32][CH2:31][CH2:30][O:29][C:24]2[CH:25]=[CH:26][CH:27]=[CH:28][C:23]=2/[CH:22]=[CH:21]/[CH:8]([CH2:7][C:6]2[CH:5]=[CH:4][C:3]([C:1]3[NH:49][N:48]=[N:47][N:2]=3)=[CH:42][CH:41]=2)[CH2:9][CH2:10][C:11]2[CH:20]=[CH:19][C:14]([C:15]([O:17][CH3:18])=[O:16])=[CH:13][CH:12]=2)[CH:36]=[CH:37][CH:38]=[CH:39][CH:40]=1, predict the reactants needed to synthesize it. The reactants are: [C:1]([C:3]1[CH:42]=[CH:41][C:6]([CH2:7][CH:8](/[CH:21]=[CH:22]/[C:23]2[CH:28]=[CH:27][CH:26]=[CH:25][C:24]=2[O:29][CH2:30][CH2:31][CH2:32][CH2:33][CH2:34][C:35]2[CH:40]=[CH:39][CH:38]=[CH:37][CH:36]=2)[CH2:9][CH2:10][C:11]2[CH:20]=[CH:19][C:14]([C:15]([O:17][CH3:18])=[O:16])=[CH:13][CH:12]=2)=[CH:5][CH:4]=1)#[N:2].C[Si]([N:47]=[N+:48]=[N-:49])(C)C.C([Sn](=O)CCCC)CCC. (6) Given the product [CH:1]([O:4][C:5]1[CH:10]=[CH:9][C:8]([C:11]2[N:15]=[C:14]([C:16]3[CH:32]=[CH:31][C:19]([O:20][CH:21]([CH3:30])[CH2:22][C@@H:23]([CH3:29])[C:24]([OH:26])=[O:25])=[CH:18][CH:17]=3)[O:13][N:12]=2)=[CH:7][C:6]=1[C:33]([F:34])([F:35])[F:36])([CH3:2])[CH3:3], predict the reactants needed to synthesize it. The reactants are: [CH:1]([O:4][C:5]1[CH:10]=[CH:9][C:8]([C:11]2[N:15]=[C:14]([C:16]3[CH:32]=[CH:31][C:19]([O:20][C@H:21]([CH3:30])[CH2:22][CH:23]([CH3:29])[C:24]([O:26]CC)=[O:25])=[CH:18][CH:17]=3)[O:13][N:12]=2)=[CH:7][C:6]=1[C:33]([F:36])([F:35])[F:34])([CH3:3])[CH3:2].[OH-].[Na+].CCCCC. (7) The reactants are: [C:1]([C:3]1[CH:13]=[C:12]([F:14])[CH:11]=[CH:10][C:4]=1[O:5][CH2:6][C:7]([NH2:9])=[O:8])#[N:2].[OH-].[Na+]. Given the product [NH2:2][C:1]1[C:3]2[CH:13]=[C:12]([F:14])[CH:11]=[CH:10][C:4]=2[O:5][C:6]=1[C:7]([NH2:9])=[O:8], predict the reactants needed to synthesize it. (8) Given the product [CH3:26][C:27]1([CH3:36])[CH2:32][O:31][CH:30]([CH2:33][CH2:34][O:25][C:19]2[CH:18]=[C:17]3[C:22]([C:13]([NH:12][C:7]4[CH:8]=[C:9]5[C:4](=[CH:5][CH:6]=4)[NH:3][C:2]([CH3:1])=[C:10]5[CH3:11])=[N:14][CH:15]=[N:16]3)=[CH:21][C:20]=2[O:23][CH3:24])[O:29][CH2:28]1, predict the reactants needed to synthesize it. The reactants are: [CH3:1][C:2]1[NH:3][C:4]2[C:9]([C:10]=1[CH3:11])=[CH:8][C:7]([NH:12][C:13]1[C:22]3[C:17](=[CH:18][C:19]([OH:25])=[C:20]([O:23][CH3:24])[CH:21]=3)[N:16]=[CH:15][N:14]=1)=[CH:6][CH:5]=2.[CH3:26][C:27]1([CH3:36])[CH2:32][O:31][CH:30]([CH2:33][CH2:34]O)[O:29][CH2:28]1. (9) Given the product [CH2:29]([Sn:24]([CH2:20][CH2:21][CH2:22][CH3:23])([CH2:25][CH2:26][CH2:27][CH3:28])[C:2]1[N:6]2[CH:7]=[CH:8][C:9]([C:11]([F:14])([F:13])[F:12])=[N:10][C:5]2=[N:4][CH:3]=1)[CH2:30][CH2:31][CH3:32], predict the reactants needed to synthesize it. The reactants are: Br[C:2]1[N:6]2[CH:7]=[CH:8][C:9]([C:11]([F:14])([F:13])[F:12])=[N:10][C:5]2=[N:4][CH:3]=1.C([Mg]Cl)(C)C.[CH2:20]([Sn:24](Cl)([CH2:29][CH2:30][CH2:31][CH3:32])[CH2:25][CH2:26][CH2:27][CH3:28])[CH2:21][CH2:22][CH3:23]. (10) Given the product [Br:1][C:2]1[CH:9]=[CH:8][C:5]([CH:6]2[O:12][CH2:11][CH2:10][O:7]2)=[CH:4][N:3]=1, predict the reactants needed to synthesize it. The reactants are: [Br:1][C:2]1[CH:9]=[CH:8][C:5]([CH:6]=[O:7])=[CH:4][N:3]=1.[CH2:10](O)[CH2:11][OH:12].C1(C)C=CC(S(O)(=O)=O)=CC=1.O.